This data is from Forward reaction prediction with 1.9M reactions from USPTO patents (1976-2016). The task is: Predict the product of the given reaction. Given the reactants C(O[C:4](=O)[CH:5]=[CH:6][C:7]1[CH:12]=[CH:11][C:10]([F:13])=[CH:9][CH:8]=1)C.[H-].[Al+3].[Li+].[H-].[H-].[H-].S([O-])([O-])(=O)=[O:22].[Na+].[Na+], predict the reaction product. The product is: [F:13][C:10]1[CH:11]=[CH:12][C:7]([CH:6]([OH:22])[CH2:5][CH3:4])=[CH:8][CH:9]=1.